From a dataset of Reaction yield outcomes from USPTO patents with 853,638 reactions. Predict the reaction yield, written as a fraction of the theoretical maximum amount of product (1.0 means a 100% yield; for example, 0.34 means a 34% yield). (1) The reactants are [F:1][C:2]1[CH:10]=[CH:9][C:5]([C:6](Cl)=[O:7])=[CH:4][CH:3]=1.[NH2:11][C:12]1([C:18]([OH:20])=[O:19])[CH2:17][CH2:16][CH2:15][CH2:14][CH2:13]1.C(=O)([O-])[O-].[Na+].[Na+]. The catalyst is CCOCC.O. The product is [F:1][C:2]1[CH:10]=[CH:9][C:5]([C:6]([NH:11][C:12]2([C:18]([OH:20])=[O:19])[CH2:17][CH2:16][CH2:15][CH2:14][CH2:13]2)=[O:7])=[CH:4][CH:3]=1. The yield is 0.660. (2) The reactants are Br[C:2]1[C:3]([CH2:10][O:11][CH2:12][O:13][CH3:14])=[N:4][C:5]([O:8][CH3:9])=[CH:6][CH:7]=1.CC(C)([O-])C.[Na+].[CH2:21]([NH2:23])[CH3:22]. The catalyst is O1CCCC1. The product is [CH2:21]([NH:23][C:2]1[C:3]([CH2:10][O:11][CH2:12][O:13][CH3:14])=[N:4][C:5]([O:8][CH3:9])=[CH:6][CH:7]=1)[CH3:22]. The yield is 0.740. (3) The reactants are Br[C:2]1[CH:3]=[CH:4][C:5]2[N:6]([C:15]3[CH:20]=[CH:19][CH:18]=[CH:17][CH:16]=3)[C:7]3[C:12]([C:13]=2[CH:14]=1)=[CH:11][CH:10]=[CH:9][CH:8]=3.C([Li])CCC.[B:26](OC)([O:29]C)[O:27]C.Cl. The catalyst is CCCCCC.O1CCCC1. The product is [C:7]1([N:6]2[C:5]3[CH:13]=[CH:14][C:2]([B:26]([OH:29])[OH:27])=[CH:3][C:4]=3[C:20]3[C:15]2=[CH:16][CH:17]=[CH:18][CH:19]=3)[CH:12]=[CH:11][CH:10]=[CH:9][CH:8]=1. The yield is 0.860. (4) The reactants are [C:1]([OH:10])(=[O:9])[CH2:2][CH2:3][CH2:4][CH2:5][C:6]([OH:8])=[O:7].[CH3:11][N:12]([CH2:32][C@@H:33]1[C:36]2[CH:37]=[C:38]([O:43][CH3:44])[C:39]([O:41][CH3:42])=[CH:40][C:35]=2[CH2:34]1)[CH2:13][CH2:14][CH2:15][N:16]1[C:26](=[O:27])[CH2:25][C:24]2[C:19](=[CH:20][C:21]([O:30][CH3:31])=[C:22]([O:28][CH3:29])[CH:23]=2)[CH2:18][CH2:17]1. The catalyst is O.C(O)C. The product is [CH3:11][N:12]([CH2:32][C@@H:33]1[C:36]2[CH:37]=[C:38]([O:43][CH3:44])[C:39]([O:41][CH3:42])=[CH:40][C:35]=2[CH2:34]1)[CH2:13][CH2:14][CH2:15][N:16]1[C:26](=[O:27])[CH2:25][C:24]2[C:19](=[CH:20][C:21]([O:30][CH3:31])=[C:22]([O:28][CH3:29])[CH:23]=2)[CH2:18][CH2:17]1.[C:1]([O-:10])(=[O:9])[CH2:2][CH2:3][CH2:4][CH2:5][C:6]([O-:8])=[O:7]. The yield is 0.880. (5) The reactants are Cl[C:2]1[S:6][N:5]=[C:4]([C:7]2[CH:11]=[CH:10][O:9][CH:8]=2)[N:3]=1.[C:12]([O:16][C:17]([N:19]1[CH2:24][CH2:23][NH:22][CH2:21][CH2:20]1)=[O:18])([CH3:15])([CH3:14])[CH3:13].C(N(CC)CC)C.O. The catalyst is CN(C)C=O. The product is [O:9]1[CH:10]=[CH:11][C:7]([C:4]2[N:3]=[C:2]([N:22]3[CH2:21][CH2:20][N:19]([C:17]([O:16][C:12]([CH3:15])([CH3:14])[CH3:13])=[O:18])[CH2:24][CH2:23]3)[S:6][N:5]=2)=[CH:8]1. The yield is 0.614. (6) The reactants are [N:1]1([C:11]([O:13][C:14]([CH3:17])([CH3:16])[CH3:15])=[O:12])[C:10]2[C:5](=[CH:6][CH:7]=[CH:8][CH:9]=2)[NH:4][CH2:3][CH2:2]1.[Br:18]N1C(=O)CCC1=O. The catalyst is CC#N. The product is [Br:18][C:8]1[CH:9]=[C:10]2[C:5]([NH:4][CH2:3][CH2:2][N:1]2[C:11]([O:13][C:14]([CH3:17])([CH3:16])[CH3:15])=[O:12])=[CH:6][CH:7]=1. The yield is 0.620. (7) The reactants are [Li]CCCC.CCCCCC.[CH3:12][O:13][C:14]1[CH:19]=[CH:18][CH:17]=[CH:16][C:15]=1[O:20][CH2:21][O:22][CH3:23].[CH3:24][N:25]([CH3:35])[C:26](=[S:34])[S:27][S:27][C:26](=[S:34])[N:25]([CH3:35])[CH3:24].[Cl-].[NH4+]. The catalyst is C1COCC1.CCOCC. The product is [CH3:24][N:25]([CH3:35])[C:26](=[S:27])[S:34][C:16]1[CH:17]=[CH:18][CH:19]=[C:14]([O:13][CH3:12])[C:15]=1[O:20][CH2:21][O:22][CH3:23]. The yield is 0.860.